Task: Predict the product of the given reaction.. Dataset: Forward reaction prediction with 1.9M reactions from USPTO patents (1976-2016) (1) Given the reactants C([O:8][C:9]1[CH:10]=[C:11]([CH:25]=[CH:26][C:27]=1[N:28]1[CH2:32][C:31](=[O:33])[NH:30][S:29]1(=[O:35])=[O:34])[O:12][CH:13]1[C:19](=[O:20])[NH:18][C:17]2[CH:21]=[CH:22][CH:23]=[CH:24][C:16]=2[CH2:15][CH2:14]1)C1C=CC=CC=1, predict the reaction product. The product is: [OH:8][C:9]1[CH:10]=[C:11]([CH:25]=[CH:26][C:27]=1[N:28]1[CH2:32][C:31](=[O:33])[NH:30][S:29]1(=[O:34])=[O:35])[O:12][CH:13]1[C:19](=[O:20])[NH:18][C:17]2[CH:21]=[CH:22][CH:23]=[CH:24][C:16]=2[CH2:15][CH2:14]1. (2) Given the reactants [CH3:1][O:2][C:3]1[CH:4]=[C:5]2[C:10](=[CH:11][C:12]=1[O:13][CH3:14])[N:9]=[CH:8][C:7]([C:15]([NH2:17])=[O:16])=[C:6]2[NH:18][C:19]1[CH:24]=[CH:23][C:22]([C:25](OC)=[O:26])=[CH:21][C:20]=1[CH3:29].[BH4-].[Li+].O.C(O)(=O)C, predict the reaction product. The product is: [OH:26][CH2:25][C:22]1[CH:23]=[CH:24][C:19]([NH:18][C:6]2[C:5]3[C:10](=[CH:11][C:12]([O:13][CH3:14])=[C:3]([O:2][CH3:1])[CH:4]=3)[N:9]=[CH:8][C:7]=2[C:15]([NH2:17])=[O:16])=[C:20]([CH3:29])[CH:21]=1. (3) Given the reactants Br[C:2]1[CH:7]=[C:6]([C:8]2[N:12]3[CH:13]=[CH:14][CH:15]=[CH:16][C:11]3=[N:10][C:9]=2[C:17]2[CH:22]=[CH:21][CH:20]=[CH:19][N:18]=2)[CH:5]=[CH:4][N:3]=1.CC1(C)C(C)(C)OB([C:31]2[CH:36]=[CH:35][C:34]([OH:37])=[CH:33][CH:32]=2)O1, predict the reaction product. The product is: [OH:37][C:34]1[CH:35]=[CH:36][C:31]([C:2]2[CH:7]=[C:6]([C:8]3[N:12]4[CH:13]=[CH:14][CH:15]=[CH:16][C:11]4=[N:10][C:9]=3[C:17]3[CH:22]=[CH:21][CH:20]=[CH:19][N:18]=3)[CH:5]=[CH:4][N:3]=2)=[CH:32][CH:33]=1. (4) Given the reactants [NH:1]1[CH2:6][CH2:5][O:4][C:3]2[CH:7]=[N:8][CH:9]=[CH:10][C:2]1=2.[Cl:11][C:12]1[CH:13]=[C:14]([CH:18]=[CH:19][C:20]=1[O:21][CH3:22])[C:15](Cl)=[O:16].C(N(CC)CC)C.Cl, predict the reaction product. The product is: [Cl:11][C:12]1[CH:13]=[C:14]([C:15]([N:1]2[CH2:6][CH2:5][O:4][C:3]3[CH:7]=[N:8][CH:9]=[CH:10][C:2]2=3)=[O:16])[CH:18]=[CH:19][C:20]=1[O:21][CH3:22]. (5) Given the reactants [C:1]([O:5][C:6](=[O:23])[NH:7][C:8]1[CH:13]=[C:12]([N:14]([CH3:18])[CH2:15][CH2:16][CH3:17])[C:11]([CH3:19])=[CH:10][C:9]=1[N+:20]([O-])=O)([CH3:4])([CH3:3])[CH3:2], predict the reaction product. The product is: [C:1]([O:5][C:6](=[O:23])[NH:7][C:8]1[CH:13]=[C:12]([N:14]([CH3:18])[CH2:15][CH2:16][CH3:17])[C:11]([CH3:19])=[CH:10][C:9]=1[NH2:20])([CH3:2])([CH3:3])[CH3:4]. (6) Given the reactants [N:1]([CH2:4][C:5]([OH:22])([C:18]([F:21])([F:20])[F:19])[CH2:6][NH:7][C:8](=[O:17])[C:9]1[C:14]([Cl:15])=[CH:13][CH:12]=[CH:11][C:10]=1[Cl:16])=[N+]=[N-].C1(P(C2C=CC=CC=2)C2C=CC=CC=2)C=CC=CC=1.O, predict the reaction product. The product is: [NH2:1][CH2:4][C:5]([OH:22])([C:18]([F:21])([F:19])[F:20])[CH2:6][NH:7][C:8](=[O:17])[C:9]1[C:14]([Cl:15])=[CH:13][CH:12]=[CH:11][C:10]=1[Cl:16]. (7) Given the reactants Br[C:2]1[CH:3]=[C:4]([C:9]([O:12][CH3:13])=[CH:10][N:11]=1)[C:5]([O:7][CH3:8])=[O:6].C[Si]([N-:18][Si](C)(C)C)(C)C.[Li+].Cl.[OH-].[Na+], predict the reaction product. The product is: [NH2:18][C:2]1[CH:3]=[C:4]([C:9]([O:12][CH3:13])=[CH:10][N:11]=1)[C:5]([O:7][CH3:8])=[O:6].